This data is from Full USPTO retrosynthesis dataset with 1.9M reactions from patents (1976-2016). The task is: Predict the reactants needed to synthesize the given product. (1) Given the product [F:1][C:2]1[CH:3]=[C:4]([C@H:8]2[CH2:12][CH2:11][CH2:10][N:9]2[C:13]2[CH:18]=[CH:17][N:16]3[N:19]=[CH:20][C:21]([NH:22][C:28]([N:30]4[CH2:31][CH:32]([OH:40])[CH2:34]4)=[O:29])=[C:15]3[N:14]=2)[CH:5]=[CH:6][CH:7]=1, predict the reactants needed to synthesize it. The reactants are: [F:1][C:2]1[CH:3]=[C:4]([C@H:8]2[CH2:12][CH2:11][CH2:10][N:9]2[C:13]2[CH:18]=[CH:17][N:16]3[N:19]=[CH:20][C:21]([NH2:22])=[C:15]3[N:14]=2)[CH:5]=[CH:6][CH:7]=1.C1N=CN([C:28]([N:30]2[CH:34]=N[CH:32]=[CH:31]2)=[O:29])C=1.Cl.N1CC([OH:40])C1.CCN(C(C)C)C(C)C. (2) Given the product [F:40][C:19]1[CH:20]=[C:21]([N:24]([C:33]2[CH:38]=[CH:37][C:36]([F:39])=[CH:35][CH:34]=2)[C:25]([C:27]2([C:30]([NH2:32])=[O:31])[CH2:29][CH2:28]2)=[O:26])[CH:22]=[CH:23][C:18]=1[O:17][C:16]1[CH:15]=[CH:14][N:13]=[C:12]2[N:8]([CH2:7][C:6]3[CH:42]=[CH:43][C:3]([O:2][CH3:1])=[CH:4][CH:5]=3)[N:9]=[C:10]([C:52]3[CH:51]=[CH:50][CH:49]=[C:48]([C:46](=[O:47])[NH:45][CH3:44])[CH:53]=3)[C:11]=12, predict the reactants needed to synthesize it. The reactants are: [CH3:1][O:2][C:3]1[CH:43]=[CH:42][C:6]([CH2:7][N:8]2[C:12]3=[N:13][CH:14]=[CH:15][C:16]([O:17][C:18]4[CH:23]=[CH:22][C:21]([N:24]([C:33]5[CH:38]=[CH:37][C:36]([F:39])=[CH:35][CH:34]=5)[C:25]([C:27]5([C:30]([NH2:32])=[O:31])[CH2:29][CH2:28]5)=[O:26])=[CH:20][C:19]=4[F:40])=[C:11]3[C:10](I)=[N:9]2)=[CH:5][CH:4]=1.[CH3:44][NH:45][C:46]([C:48]1[CH:49]=[C:50](B(O)O)[CH:51]=[CH:52][CH:53]=1)=[O:47].C([O-])([O-])=O.[Na+].[Na+].C(Cl)(Cl)Cl.CO.